This data is from Forward reaction prediction with 1.9M reactions from USPTO patents (1976-2016). The task is: Predict the product of the given reaction. (1) Given the reactants C([O:8][N:9]1[C:13]([C:14]2[CH:15]=[C:16]3[C:21](=[CH:22][C:23]=2[C:24]([F:27])([F:26])[F:25])[NH:20][C:19](=[O:28])[N:18]([NH:29][S:30]([CH3:33])(=[O:32])=[O:31])[C:17]3=[O:34])=[CH:12][CH:11]=[N:10]1)C1C=CC=CC=1, predict the reaction product. The product is: [OH:8][N:9]1[C:13]([C:14]2[CH:15]=[C:16]3[C:21](=[CH:22][C:23]=2[C:24]([F:27])([F:25])[F:26])[NH:20][C:19](=[O:28])[N:18]([NH:29][S:30]([CH3:33])(=[O:32])=[O:31])[C:17]3=[O:34])=[CH:12][CH:11]=[N:10]1. (2) Given the reactants [C:1](O)(=O)[C:2]([OH:4])=[O:3].N[C@@H:1]([C:20](NC(O[C:20]([CH3:23])(C)C)=O)(C)[CH3:23])[C:2]([O:4]C)=[O:3].C(=O)([O-])[O-].[K+].[K+].[Br:30][C:31]#[C:32]C1C=CC(C(O)=O)=CC=1.N[C@@H]([C:48]([NH:51][C:52]([O:54][C:55]([CH3:58])([CH3:57])[CH3:56])=[O:53])([CH3:50])[CH3:49])C(OC)=O.CN(C(ON1N=N[C:69]2[CH:70]=[CH:71][CH:72]=[N:73][C:68]1=2)=[N+](C)C)C.F[P-](F)(F)(F)(F)F.[CH2:83](N(C(C)C)C(C)C)C.[OH2:92], predict the reaction product. The product is: [Br:30][C:31]#[C:32][C:68]1[CH:69]=[CH:70][C:71]([C:72]([NH:73][C@@H:1]([C:48]([NH:51][C:52]([O:54][C:55]([CH3:56])([CH3:57])[CH3:58])=[O:53])([CH3:49])[CH3:50])[C:2]([O:4][CH3:83])=[O:3])=[O:92])=[CH:23][CH:20]=1. (3) Given the reactants [NH2:1][C:2]1[CH:7]=[C:6]([C:8]([CH2:11][CH3:12])([CH3:10])[CH3:9])[CH:5]=[CH:4][C:3]=1[OH:13].[C:14](=O)([O-])[O-].[K+].[K+].CI, predict the reaction product. The product is: [CH3:14][NH:1][C:2]1[CH:7]=[C:6]([C:8]([CH2:11][CH3:12])([CH3:9])[CH3:10])[CH:5]=[CH:4][C:3]=1[OH:13]. (4) Given the reactants [NH2:1][CH2:2][CH2:3][C@@H:4]1[CH2:8][CH2:7][CH2:6][N:5]1[C:9]([O:11][C:12]([CH3:15])([CH3:14])[CH3:13])=[O:10].C(N([CH2:21][CH3:22])CC)C, predict the reaction product. The product is: [CH2:12]([O:11][C:9]([NH:1][CH2:2][CH2:3][C@@H:4]1[CH2:8][CH2:7][CH2:6][N:5]1[C:9]([O:11][C:12]([CH3:15])([CH3:14])[CH3:13])=[O:10])=[O:10])[C:22]1[CH:21]=[CH:8][CH:4]=[CH:3][CH:2]=1. (5) Given the reactants [CH:1]1([C:6]2[NH:11][C:10](=[O:12])[C:9]([CH:13]([NH:16][C:17](=O)[CH2:18][CH2:19][CH2:20][CH3:21])[CH2:14][CH3:15])=[N:8][N:7]=2)[CH2:5][CH2:4][CH2:3][CH2:2]1.P(Cl)(Cl)(Cl)=O, predict the reaction product. The product is: [CH2:18]([C:17]1[N:8]2[C:9]([C:10](=[O:12])[NH:11][C:6]([CH:1]3[CH2:5][CH2:4][CH2:3][CH2:2]3)=[N:7]2)=[C:13]([CH2:14][CH3:15])[N:16]=1)[CH2:19][CH2:20][CH3:21]. (6) Given the reactants [Cl:1][C:2]1[CH:3]=[C:4]([CH2:13][OH:14])[C:5]2[O:9][C:8]([CH2:10][CH3:11])=[CH:7][C:6]=2[CH:12]=1.O[C:16]1[CH:17]=[CH:18][C:19]([CH2:25][CH2:26][C:27]([O:29]CC)=[O:28])=[C:20]2[C:24]=1[CH2:23][CH2:22][CH2:21]2, predict the reaction product. The product is: [Cl:1][C:2]1[CH:3]=[C:4]([CH2:13][O:14][C:16]2[CH:17]=[CH:18][C:19]([CH2:25][CH2:26][C:27]([OH:29])=[O:28])=[C:20]3[C:24]=2[CH2:23][CH2:22][CH2:21]3)[C:5]2[O:9][C:8]([CH2:10][CH3:11])=[CH:7][C:6]=2[CH:12]=1. (7) Given the reactants Br[C:2]1[CH:3]=C[C:5](O)=[C:6]([C:8]2[CH:17]=[CH:16][C:15]3[C:10](=[CH:11][CH:12]=[C:13]([C:18]4[N:22]([CH:23]5[CH2:28][CH2:27][CH2:26][CH2:25][CH2:24]5)[C:21]5[CH:29]=[CH:30][C:31]([C:33]([OH:35])=[O:34])=[CH:32][C:20]=5[N:19]=4)[CH:14]=3)[N:9]=2)[CH:7]=1.[N:37]1C=CC=C(C(=O)C)C=1.[OH-].[K+], predict the reaction product. The product is: [CH:23]1([N:22]2[C:21]3[CH:29]=[CH:30][C:31]([C:33]([OH:35])=[O:34])=[CH:32][C:20]=3[N:19]=[C:18]2[C:13]2[CH:14]=[C:15]3[C:10](=[CH:11][CH:12]=2)[N:9]=[C:8]([C:6]2[CH:5]=[N:37][CH:3]=[CH:2][CH:7]=2)[CH:17]=[CH:16]3)[CH2:28][CH2:27][CH2:26][CH2:25][CH2:24]1. (8) The product is: [F:51][C:48]([F:49])([F:50])[C:47]([NH:46][CH2:45][C@@H:41]1[CH2:42][C@H:43]2[C@H:39]([CH2:44]2)[N:40]1[C:36]([C:31]1[N:32]=[C:33]([CH3:35])[S:34][C:30]=1[C:26]1[CH:27]=[CH:28][CH:29]=[C:24]([F:23])[CH:25]=1)=[O:38])=[O:52]. Given the reactants CN(C(ON1N=NC2C=CC=CC1=2)=[N+](C)C)C.[B-](F)(F)(F)F.[F:23][C:24]1[CH:25]=[C:26]([C:30]2[S:34][C:33]([CH3:35])=[N:32][C:31]=2[C:36]([OH:38])=O)[CH:27]=[CH:28][CH:29]=1.[C@H:39]12[CH2:44][C@H:43]1[CH2:42][C@@H:41]([CH2:45][NH:46][C:47](=[O:52])[C:48]([F:51])([F:50])[F:49])[NH:40]2.CCN(C(C)C)C(C)C, predict the reaction product. (9) The product is: [N:23]1([C:2]2[N:3]=[C:4]([NH:12][CH2:13][C:14]3[CH:19]=[CH:18][C:17]4[O:20][CH2:21][O:22][C:16]=4[CH:15]=3)[C:5]3[CH:10]=[C:9]([CH3:11])[S:8][C:6]=3[N:7]=2)[CH:27]=[CH:26][N:25]=[CH:24]1. Given the reactants Cl[C:2]1[N:3]=[C:4]([NH:12][CH2:13][C:14]2[CH:19]=[CH:18][C:17]3[O:20][CH2:21][O:22][C:16]=3[CH:15]=2)[C:5]2[CH:10]=[C:9]([CH3:11])[S:8][C:6]=2[N:7]=1.[NH:23]1[CH:27]=[CH:26][N:25]=[CH:24]1.C1(O)C=CC=CC=1, predict the reaction product. (10) Given the reactants C[N:2]1CCN(C2C=CC(NC3C4N(N=CN=4)C(C4C=C(C(N)=O)SC=4)=CN=3)=CC=2)CC1.Br[C:33]1[N:38]2[N:39]=[CH:40][N:41]=[C:37]2[C:36]([NH:42][C:43]2[CH:48]=[CH:47][C:46]([N:49]3[CH2:54][CH2:53][O:52][CH2:51][CH2:50]3)=[CH:45][CH:44]=2)=[N:35][CH:34]=1.CC1(C)C(C)(C)OB([C:63]2[CH:64]=[C:65]3[C:69](=[CH:70][CH:71]=2)[C:68](=[O:72])[NH:67][CH2:66]3)O1, predict the reaction product. The product is: [NH3:2].[O:52]1[CH2:53][CH2:54][N:49]([C:46]2[CH:47]=[CH:48][C:43]([NH:42][C:36]3[C:37]4[N:38]([N:39]=[CH:40][N:41]=4)[C:33]([C:63]4[CH:64]=[C:65]5[C:69](=[CH:70][CH:71]=4)[C:68](=[O:72])[NH:67][CH2:66]5)=[CH:34][N:35]=3)=[CH:44][CH:45]=2)[CH2:50][CH2:51]1.